From a dataset of Reaction yield outcomes from USPTO patents with 853,638 reactions. Predict the reaction yield, written as a fraction of the theoretical maximum amount of product (1.0 means a 100% yield; for example, 0.34 means a 34% yield). (1) The reactants are [Br:1][C:2]1[CH:7]=[CH:6][C:5]([NH2:8])=[C:4]([C:9]2[CH2:14][CH2:13][C:12]([CH3:16])([CH3:15])[CH2:11][CH:10]=2)[CH:3]=1.[K+].[C:18]([C:20]1[N:21]=[C:22]([C:33]([O-])=[O:34])[N:23]([CH2:25][O:26][CH2:27][CH2:28][Si:29]([CH3:32])([CH3:31])[CH3:30])[CH:24]=1)#[N:19].CCN(C(C)C)C(C)C.C1CN([P+](Br)(N2CCCC2)N2CCCC2)CC1.F[P-](F)(F)(F)(F)F. The catalyst is C(Cl)Cl. The product is [Br:1][C:2]1[CH:7]=[CH:6][C:5]([NH:8][C:33]([C:22]2[N:23]([CH2:25][O:26][CH2:27][CH2:28][Si:29]([CH3:32])([CH3:31])[CH3:30])[CH:24]=[C:20]([C:18]#[N:19])[N:21]=2)=[O:34])=[C:4]([C:9]2[CH2:14][CH2:13][C:12]([CH3:16])([CH3:15])[CH2:11][CH:10]=2)[CH:3]=1. The yield is 0.860. (2) The reactants are [Br:1][C:2]1[CH:7]=[CH:6][C:5]([N:8]2[CH2:13][CH2:12][NH:11][CH2:10][CH2:9]2)=[CH:4][C:3]=1[O:14][CH3:15].[C:16](O)(=O)C.C([BH3-])#N.[Na+].C=O. The catalyst is CO. The product is [Br:1][C:2]1[CH:7]=[CH:6][C:5]([N:8]2[CH2:9][CH2:10][N:11]([CH3:16])[CH2:12][CH2:13]2)=[CH:4][C:3]=1[O:14][CH3:15]. The yield is 0.910. (3) The reactants are C([O:3][C:4](=[O:18])[CH2:5][CH:6]1[O:10][B:9]([OH:11])[C:8]2[CH:12]=[C:13]([OH:17])[CH:14]=[C:15]([CH3:16])[C:7]1=2)C.[OH-].[Li+]. The catalyst is C1COCC1.O. The product is [OH:11][B:9]1[C:8]2[CH:12]=[C:13]([OH:17])[CH:14]=[C:15]([CH3:16])[C:7]=2[CH:6]([CH2:5][C:4]([OH:18])=[O:3])[O:10]1. The yield is 0.880. (4) The reactants are [Br:1][C:2]1[CH:9]=[CH:8][C:5]([C:6]#[N:7])=[C:4]([F:10])[CH:3]=1.[C:11]([Cl:14])(=[O:13])[CH3:12]. No catalyst specified. The product is [ClH:14].[CH2:11]([O:13][C:6](=[NH:7])[C:5]1[CH:8]=[CH:9][C:2]([Br:1])=[CH:3][C:4]=1[F:10])[CH3:12]. The yield is 0.570. (5) The reactants are [Cl:1][C:2]1[CH:7]=[CH:6][N:5]=[C:4]2[CH:8]=[C:9]([C:11]([O-:13])=O)[S:10][C:3]=12.[Li+].S(Cl)(Cl)=O.[CH3:19][N:20]([CH3:26])[C@@H:21]1[CH2:25][CH2:24][NH:23][CH2:22]1.CCN(CC)CC. No catalyst specified. The product is [Cl:1][C:2]1[CH:7]=[CH:6][N:5]=[C:4]2[CH:8]=[C:9]([C:11]([N:23]3[CH2:24][CH2:25][C@@H:21]([N:20]([CH3:26])[CH3:19])[CH2:22]3)=[O:13])[S:10][C:3]=12. The yield is 0.430. (6) The reactants are O.CO[CH:4](OC)[CH2:5][O:6][C:7]1[CH:12]=[C:11]([N+:13]([O-:15])=[O:14])[CH:10]=[CH:9][C:8]=1[CH3:16]. The catalyst is ClC1C=CC=CC=1. The product is [CH3:16][C:8]1[C:7]2[O:6][CH:5]=[CH:4][C:12]=2[C:11]([N+:13]([O-:15])=[O:14])=[CH:10][CH:9]=1. The yield is 0.420.